Dataset: Reaction yield outcomes from USPTO patents with 853,638 reactions. Task: Predict the reaction yield, written as a fraction of the theoretical maximum amount of product (1.0 means a 100% yield; for example, 0.34 means a 34% yield). (1) The reactants are Cl[C:2]1[CH:7]=[C:6]([C:8]2[CH:13]=[CH:12][CH:11]=[CH:10][CH:9]=2)[N:5]=[CH:4][N:3]=1.[C:14]([C:18]1[CH:23]=[CH:22][CH:21]=[CH:20][C:19]=1B(O)O)([CH3:17])([CH3:16])[CH3:15].P([O-])([O-])([O-])=O.[K+].[K+].[K+].COC1C=CC=C(OC)C=1P(C1C(OC)=CC=CC=1OC)C1C(OC)=CC=CC=1OC.C1(P(C2CCCCC2)C2C=CC=CC=2C2C(OC)=CC=CC=2OC)CCCCC1. The catalyst is C1C=CC(/C=C/C(/C=C/C2C=CC=CC=2)=O)=CC=1.C1C=CC(/C=C/C(/C=C/C2C=CC=CC=2)=O)=CC=1.[Pd].C1C=CC(/C=C/C(/C=C/C2C=CC=CC=2)=O)=CC=1.C1C=CC(/C=C/C(/C=C/C2C=CC=CC=2)=O)=CC=1.C1C=CC(/C=C/C(/C=C/C2C=CC=CC=2)=O)=CC=1.[Pd].[Pd].C([O-])(=O)C.[Pd+2].C([O-])(=O)C.O.C1(C)C=CC=CC=1. The product is [C:14]([C:18]1[CH:23]=[CH:22][CH:21]=[CH:20][C:19]=1[C:2]1[CH:7]=[C:6]([C:8]2[CH:13]=[CH:12][CH:11]=[CH:10][CH:9]=2)[N:5]=[CH:4][N:3]=1)([CH3:17])([CH3:16])[CH3:15]. The yield is 0.180. (2) The reactants are Br[C:2]1[CH:7]=[CH:6][C:5](Br)=[CH:4][N:3]=1.[C:9]1([CH2:15][O:16][C:17]([NH:19][CH:20]=[CH2:21])=[O:18])[CH:14]=[CH:13][CH:12]=[CH:11][CH:10]=1.[CH:22]12[CH2:41][CH2:40][CH2:39][CH:35](C[CH2:37][CH2:38]1)B12[H]B2([CH:35]3C[CH2:37][CH2:38][CH:22]2[CH2:41][CH2:40][CH2:39]3)[H]1.[OH-:42].[Na+]. The catalyst is Cl[Pd]Cl.C1C=CC(P(C2C=CC=CC=2)[C-]2C=CC=C2)=CC=1.C1C=CC(P(C2C=CC=CC=2)[C-]2C=CC=C2)=CC=1.Cl[Pd]Cl.[Fe+2].OO. The product is [C:9]1([CH2:15][O:16][C:17]([NH:19][CH2:20][CH2:21][C:5]2[CH:4]=[N:3][C:2]([CH2:21][CH2:20][NH:19][C:17]([O:16][CH2:35][C:39]3[CH:37]=[CH:38][CH:22]=[CH:41][CH:40]=3)=[O:42])=[CH:7][CH:6]=2)=[O:18])[CH:14]=[CH:13][CH:12]=[CH:11][CH:10]=1. The yield is 0.380. (3) The reactants are [F:1][C@H:2]1[CH2:6][N:5]([C:7](=[O:37])[C@@H:8]([NH:13][C@@H:14]([C:19]2[CH:24]=[CH:23][C:22]([C:25]3[N:26]=[C:27]([N:30]4[CH2:35][CH2:34][N:33]([CH3:36])[CH2:32][CH2:31]4)[S:28][CH:29]=3)=[CH:21][CH:20]=2)[C:15]([F:18])([F:17])[F:16])[CH2:9][CH:10]([CH3:12])[CH3:11])[C@@H:4]2[C:38](OC)([O:41]C)[CH2:39][O:40][C@H:3]12.O. The catalyst is FC(F)(F)C(O)=O.C(Cl)Cl. The product is [F:1][C@H:2]1[CH2:6][N:5]([C:7](=[O:37])[C@@H:8]([NH:13][C@@H:14]([C:19]2[CH:24]=[CH:23][C:22]([C:25]3[N:26]=[C:27]([N:30]4[CH2:31][CH2:32][N:33]([CH3:36])[CH2:34][CH2:35]4)[S:28][CH:29]=3)=[CH:21][CH:20]=2)[C:15]([F:16])([F:17])[F:18])[CH2:9][CH:10]([CH3:12])[CH3:11])[C@@H:4]2[C:38](=[O:41])[CH2:39][O:40][C@H:3]12. The yield is 0.270. (4) The catalyst is CO. The product is [CH2:1]1[C:10]2[C:5](=[CH:6][CH:7]=[CH:8][CH:9]=2)[CH2:4][CH2:3][N:2]1[CH2:11][CH:12]([OH:34])[CH2:13][NH:14][C:15](=[O:33])[CH2:16][O:17][C:18]1[CH:19]=[C:20]2[C:24](=[CH:25][CH:26]=1)[N:23]([CH:27]1[CH2:32][CH2:31][N:30]([CH3:35])[CH2:29][CH2:28]1)[N:22]=[CH:21]2. The reactants are [CH2:1]1[C:10]2[C:5](=[CH:6][CH:7]=[CH:8][CH:9]=2)[CH2:4][CH2:3][N:2]1[CH2:11][CH:12]([OH:34])[CH2:13][NH:14][C:15](=[O:33])[CH2:16][O:17][C:18]1[CH:19]=[C:20]2[C:24](=[CH:25][CH:26]=1)[N:23]([CH:27]1[CH2:32][CH2:31][NH:30][CH2:29][CH2:28]1)[N:22]=[CH:21]2.[CH2:35](N(CC)CC)C.C=O.[BH3-]C#N.[Na+]. The yield is 0.990. (5) The reactants are C1(O)C=CC=CC=1.C([O-])([O-])=O.[Cs+].[Cs+].[CH2:14]([O:21][C:22]1[CH:31]=[C:30]2[C:25]([CH:26]=[CH:27][C:28]([OH:32])=[CH:29]2)=[CH:24][C:23]=1[Br:33])[C:15]1[CH:20]=[CH:19][CH:18]=[CH:17][CH:16]=1.Br[CH2:35][CH2:36][CH2:37][O:38][CH2:39][C:40]1[CH:45]=[CH:44][CH:43]=[CH:42][CH:41]=1.[Na+].[I-]. The catalyst is CC(C)=O.CCOC(C)=O. The product is [CH2:14]([O:21][C:22]1[C:23]([Br:33])=[CH:24][C:25]2[C:30]([CH:31]=1)=[CH:29][C:28]([O:32][CH2:35][CH2:36][CH2:37][O:38][CH2:39][C:40]1[CH:45]=[CH:44][CH:43]=[CH:42][CH:41]=1)=[CH:27][CH:26]=2)[C:15]1[CH:16]=[CH:17][CH:18]=[CH:19][CH:20]=1. The yield is 0.600. (6) The reactants are [H-].[Na+].[O:3]1[C:7]2[C:8](=[O:12])[NH:9][CH:10]=[CH:11][C:6]=2[CH:5]=[CH:4]1.I[CH2:14][CH2:15][O:16][CH:17]1[CH2:22][CH2:21][CH2:20][CH2:19][O:18]1.O. The catalyst is CN(C=O)C.C(OCC)(=O)C. The product is [O:18]1[CH2:19][CH2:20][CH2:21][CH2:22][CH:17]1[O:16][CH2:15][CH2:14][N:9]1[CH:10]=[CH:11][C:6]2[CH:5]=[CH:4][O:3][C:7]=2[C:8]1=[O:12]. The yield is 0.740. (7) The reactants are Br[C:2]1[CH:3]=[C:4]([N:8]([CH2:23][CH:24]([O:29][Si](C(C)(C)C)(C)C)[C:25]([F:28])([F:27])[F:26])[CH2:9][C:10]2[CH:15]=[CH:14][CH:13]=[C:12]([O:16][C:17]([F:22])([F:21])[CH:18]([F:20])[F:19])[CH:11]=2)[CH:5]=[CH:6][CH:7]=1.C(=O)([O-])[O-].[Cs+].[Cs+].[Cl:43][C:44]1[CH:49]=[CH:48][C:47]([OH:50])=[CH:46][C:45]=1[CH2:51][CH3:52].C1(C(O)=O)C2C(=CC=CC=2)C=CC=1. The catalyst is CC(N(C)C)=O.C1(C)C=CC=CC=1. The product is [Cl:43][C:44]1[CH:49]=[CH:48][C:47]([O:50][C:2]2[CH:3]=[C:4]([N:8]([CH2:9][C:10]3[CH:15]=[CH:14][CH:13]=[C:12]([O:16][C:17]([F:22])([F:21])[CH:18]([F:19])[F:20])[CH:11]=3)[CH2:23][CH:24]([OH:29])[C:25]([F:27])([F:26])[F:28])[CH:5]=[CH:6][CH:7]=2)=[CH:46][C:45]=1[CH2:51][CH3:52]. The yield is 0.230.